This data is from Full USPTO retrosynthesis dataset with 1.9M reactions from patents (1976-2016). The task is: Predict the reactants needed to synthesize the given product. (1) Given the product [Br:17][C:18]1[C:19]([Cl:29])=[C:20]([CH2:25][C:26]([NH:1][C:2]2[N:3]=[CH:4][S:5][C:6]=2[C:7]([O:9][CH3:10])=[O:8])=[O:27])[C:21]([Cl:24])=[CH:22][CH:23]=1, predict the reactants needed to synthesize it. The reactants are: [NH2:1][C:2]1[N:3]=[CH:4][S:5][C:6]=1[C:7]([O:9][CH3:10])=[O:8].N1C=CC=CC=1.[Br:17][C:18]1[C:19]([Cl:29])=[C:20]([CH2:25][C:26](Cl)=[O:27])[C:21]([Cl:24])=[CH:22][CH:23]=1. (2) Given the product [CH2:22]([NH:34][C:8](=[O:9])[C:7]1[CH:11]=[CH:12][C:4]([N+:1]([O-:3])=[O:2])=[CH:5][CH:6]=1)[CH2:23][CH2:24][CH2:25][CH2:26][CH2:27][CH2:28][CH2:29][CH2:30][CH2:31][CH2:32][CH3:33], predict the reactants needed to synthesize it. The reactants are: [N+:1]([C:4]1[CH:12]=[CH:11][C:7]([C:8](Cl)=[O:9])=[CH:6][CH:5]=1)([O-:3])=[O:2].CCN(C(C)C)C(C)C.[CH2:22]([NH2:34])[CH2:23][CH2:24][CH2:25][CH2:26][CH2:27][CH2:28][CH2:29][CH2:30][CH2:31][CH2:32][CH3:33]. (3) Given the product [CH2:1]([C:5]1[CH:6]=[CH:7][C:8]([CH2:11][CH2:12][CH2:13][O:14][CH2:30][O:31][CH3:32])=[CH:9][CH:10]=1)[CH:2]([CH3:4])[CH3:3], predict the reactants needed to synthesize it. The reactants are: [CH2:1]([C:5]1[CH:10]=[CH:9][C:8]([CH2:11][CH2:12][CH2:13][OH:14])=[CH:7][CH:6]=1)[CH:2]([CH3:4])[CH3:3].[Br-].[Li+].C1(C)C=CC(S(O)(=O)=O)=CC=1.[OH-].[Na+].[CH3:30][O:31][CH2:32]OC. (4) Given the product [NH2:14][C:3]1[N:4]=[CH:5][CH:6]=[C:7]2[CH:11]=[CH:10][NH:9][C:8]=12, predict the reactants needed to synthesize it. The reactants are: N.Br[C:3]1[N:4]=[CH:5][CH:6]=[C:7]2[CH:11]=[CH:10][NH:9][C:8]=12.BrC1C([N+]([O-])=O)=CC=C[N:14]=1. (5) The reactants are: [NH2:1][CH:2]1[CH2:7][CH2:6][N:5]([CH2:8][C@H:9]2[N:19]3[C:20]4[N:11]([C:12](=[O:22])[CH:13]=[CH:14][C:15]=4[CH:16]=[CH:17][C:18]3=[O:21])[CH2:10]2)[CH2:4][CH2:3]1.[Cl:23][C:24]1[N:25]=[C:26]([CH:35]=O)[NH:27][C:28]2[C:29]=1[O:30][CH2:31][C:32](=[O:34])[N:33]=2.C(=O)(O)[O-].[Na+].S([O-])([O-])(=O)=O.[Na+].[Na+].C(O[BH-](OC(=O)C)OC(=O)C)(=O)C.[Na+]. Given the product [Cl:23][C:24]1[N:25]=[C:26]([CH2:35][NH:1][CH:2]2[CH2:3][CH2:4][N:5]([CH2:8][C@H:9]3[N:19]4[C:20]5[N:11]([C:12](=[O:22])[CH:13]=[CH:14][C:15]=5[CH:16]=[CH:17][C:18]4=[O:21])[CH2:10]3)[CH2:6][CH2:7]2)[NH:27][C:28]2[C:29]=1[O:30][CH2:31][C:32](=[O:34])[N:33]=2, predict the reactants needed to synthesize it. (6) Given the product [Cl:18][C:19]1[CH:20]=[CH:21][C:22]2[O:26][C:25]([S:27]([NH:1][C@H:2]3[CH2:6][CH2:5][N:4]([C@@H:7]([CH3:16])[C:8]([N:10]4[CH2:11][CH2:12][O:13][CH2:14][CH2:15]4)=[O:9])[C:3]3=[O:17])(=[O:29])=[O:28])=[CH:24][C:23]=2[CH:31]=1, predict the reactants needed to synthesize it. The reactants are: [NH2:1][C@H:2]1[CH2:6][CH2:5][N:4]([C@@H:7]([CH3:16])[C:8]([N:10]2[CH2:15][CH2:14][O:13][CH2:12][CH2:11]2)=[O:9])[C:3]1=[O:17].[Cl:18][C:19]1[CH:20]=[CH:21][C:22]2[O:26][C:25]([S:27](Cl)(=[O:29])=[O:28])=[CH:24][C:23]=2[CH:31]=1.[Cl-].[NH4+].